Dataset: M1 muscarinic receptor antagonist screen with 61,756 compounds. Task: Binary Classification. Given a drug SMILES string, predict its activity (active/inactive) in a high-throughput screening assay against a specified biological target. (1) The drug is S(c1n(C(C)C)c2c(n(c(=O)[nH]c2=O)C)n1)CCCc1ccccc1. The result is 0 (inactive). (2) The compound is S(=O)(=O)(N1CCC(CC1)C(=O)Nc1ccc(OCc2ccccc2)cc1)C. The result is 0 (inactive). (3) The drug is O=C(CN1CCN(CC1)C(=O)c1occc1)c1c2c(n(c1C)C)ccc(OC)c2. The result is 0 (inactive). (4) The compound is N1(c2c(CCc3c1cccc3)cccc2)CCCNC. The result is 1 (active). (5) The compound is s1c(N2C(CCCC2)C)nnc1N. The result is 0 (inactive).